Dataset: Reaction yield outcomes from USPTO patents with 853,638 reactions. Task: Predict the reaction yield, written as a fraction of the theoretical maximum amount of product (1.0 means a 100% yield; for example, 0.34 means a 34% yield). (1) The reactants are [O:1]=[C:2]1[NH:19][C:5]2([C:13]3[C:8](=[CH:9][CH:10]=[CH:11][CH:12]=3)[N:7]([CH2:14][C:15]([OH:17])=O)[C:6]2=[O:18])[C:4](=[O:20])[NH:3]1.[NH2:21][C:22]1[CH:23]=[N:24][CH:25]=[CH:26][CH:27]=1.C(N(CC)CC)C.C(O)(C(F)(F)F)=O. The catalyst is S(Cl)(Cl)=O. The product is [N:24]1[CH:25]=[CH:26][CH:27]=[C:22]([NH:21][C:15](=[O:17])[CH2:14][N:7]2[C:8]3[C:13](=[CH:12][CH:11]=[CH:10][CH:9]=3)[C:5]3([C:4](=[O:20])[NH:3][C:2](=[O:1])[NH:19]3)[C:6]2=[O:18])[CH:23]=1. The yield is 0.510. (2) The reactants are [Br:1][C:2]1[CH:8]=[CH:7][C:5]([NH2:6])=[C:4]([CH3:9])[CH:3]=1.F[C:11]1[CH:12]=[N:13][CH:14]=[CH:15][C:16]=1[C:17]([OH:19])=[O:18].[Li+].C[Si]([N-][Si](C)(C)C)(C)C. The catalyst is C1COCC1. The product is [Br:1][C:2]1[CH:8]=[CH:7][C:5]([NH:6][C:15]2[CH:14]=[N:13][CH:12]=[CH:11][C:16]=2[C:17]([OH:19])=[O:18])=[C:4]([CH3:9])[CH:3]=1. The yield is 0.700. (3) The reactants are N[C:2]1[CH:3]=[CH:4][C:5]([C:12]2[CH:17]=[CH:16][C:15]([O:18][Si:19]([C:22]([CH3:25])([CH3:24])[CH3:23])([CH3:21])[CH3:20])=[CH:14][CH:13]=2)=[C:6]2[C:10]=1[C:9](=[O:11])[NH:8][CH2:7]2.[I-:26].[K+].II.[N+]([O-])(OC(C)(C)C)=O. The catalyst is C(#N)C.[Cu](I)I. The product is [I:26][C:2]1[CH:3]=[CH:4][C:5]([C:12]2[CH:17]=[CH:16][C:15]([O:18][Si:19]([C:22]([CH3:25])([CH3:24])[CH3:23])([CH3:21])[CH3:20])=[CH:14][CH:13]=2)=[C:6]2[C:10]=1[C:9](=[O:11])[NH:8][CH2:7]2. The yield is 0.470. (4) The reactants are [C:1]([C:3]1[CH:4]=[C:5]([CH:9]=[CH:10][CH:11]=1)[C:6]([OH:8])=[O:7])#[N:2].[CH3:12][Si](C=[N+]=[N-])(C)C.C(O)(=O)C. The catalyst is C(Cl)Cl.CO. The product is [CH3:12][O:7][C:6](=[O:8])[C:5]1[CH:9]=[CH:10][CH:11]=[C:3]([C:1]#[N:2])[CH:4]=1. The yield is 0.620. (5) The reactants are Cl[C:2]1[N:9]=[C:8]([CH3:10])[CH:7]=[CH:6][C:3]=1[C:4]#[N:5].[C:11]([O:15][CH2:16][CH3:17])(=[O:14])[CH2:12][SH:13].[O-]CC.[Na+].O. The catalyst is CN(C=O)C. The product is [NH2:5][C:4]1[C:3]2[C:2](=[N:9][C:8]([CH3:10])=[CH:7][CH:6]=2)[S:13][C:12]=1[C:11]([O:15][CH2:16][CH3:17])=[O:14]. The yield is 0.970.